Dataset: Reaction yield outcomes from USPTO patents with 853,638 reactions. Task: Predict the reaction yield, written as a fraction of the theoretical maximum amount of product (1.0 means a 100% yield; for example, 0.34 means a 34% yield). (1) The reactants are [CH3:1][C:2]1[C:6]([CH2:7][N:8]2[CH:12]=[C:11]([N:13]3[C:17](=[O:18])[CH2:16][NH:15][C:14]3=[O:19])[CH:10]=[N:9]2)=[C:5]([CH3:20])[O:4][N:3]=1.Cl[CH2:22][C:23]1[C:24]([CH3:29])=[N:25][O:26][C:27]=1[CH3:28]. No catalyst specified. The product is [CH3:29][C:24]1[C:23]([CH2:22][N:15]2[CH2:16][C:17](=[O:18])[N:13]([C:11]3[CH:10]=[N:9][N:8]([CH2:7][C:6]4[C:2]([CH3:1])=[N:3][O:4][C:5]=4[CH3:20])[CH:12]=3)[C:14]2=[O:19])=[C:27]([CH3:28])[O:26][N:25]=1. The yield is 0.500. (2) The reactants are [CH2:1]1[C@@H:5]2[C@@H:6]3[C:11](=[O:12])[O:10][C:8](=[O:9])[C@@H:7]3[C@H:2]1[CH:3]=[CH:4]2.C1(C)C=CC=CC=1.COC1C=CC2N=CC=C([C@@H](O)[C@H]3N4C[C@H](C=C)[C@@H](CC4)C3)C=2C=1.[CH3:44][OH:45]. The catalyst is C(Cl)(Cl)(Cl)Cl. The product is [CH3:44][O:45][C:11]([C@@H:6]1[C@@H:5]2[CH2:1][C@@H:2]([CH:3]=[CH:4]2)[C@@H:7]1[C:8]([OH:10])=[O:9])=[O:12]. The yield is 0.990. (3) The reactants are [CH2:1]1[CH2:6][C@H:5]([C:7]([OH:9])=[O:8])[CH2:4][CH2:3][C@H:2]1[CH2:10][NH2:11].[C:12]([O:20][CH:21]([O:24][C:25](ON1C(=O)CCC1=O)=[O:26])[CH2:22][CH3:23])(=[O:19])[C:13]1[CH:18]=[CH:17][CH:16]=[CH:15][CH:14]=1. The catalyst is CC(OC)(C)C.CC(C)=O.O. The product is [C:12]([O:20][CH:21]([O:24][C:25]([NH:11][CH2:10][C@H:2]1[CH2:3][CH2:4][C@H:5]([C:7]([OH:9])=[O:8])[CH2:6][CH2:1]1)=[O:26])[CH2:22][CH3:23])(=[O:19])[C:13]1[CH:18]=[CH:17][CH:16]=[CH:15][CH:14]=1. The yield is 0.930. (4) The reactants are [F:1][C:2]1[CH:21]=[CH:20][C:5]([O:6][C:7]2[CH:15]=[C:14]([C:16]([CH3:19])([CH3:18])[CH3:17])[CH:13]=[CH:12][C:8]=2[C:9]([OH:11])=O)=[CH:4][CH:3]=1.S(Cl)(Cl)=O.[NH2:26][C:27]1[CH:28]=[C:29]([S:33]([NH2:36])(=[O:35])=[O:34])[CH:30]=[CH:31][CH:32]=1. The catalyst is C(Cl)Cl.N1C=CC=CC=1.O. The product is [F:1][C:2]1[CH:3]=[CH:4][C:5]([O:6][C:7]2[CH:15]=[C:14]([C:16]([CH3:17])([CH3:18])[CH3:19])[CH:13]=[CH:12][C:8]=2[C:9]([NH:26][C:27]2[CH:32]=[CH:31][CH:30]=[C:29]([S:33]([NH2:36])(=[O:34])=[O:35])[CH:28]=2)=[O:11])=[CH:20][CH:21]=1. The yield is 0.500.